This data is from Reaction yield outcomes from USPTO patents with 853,638 reactions. The task is: Predict the reaction yield, written as a fraction of the theoretical maximum amount of product (1.0 means a 100% yield; for example, 0.34 means a 34% yield). (1) The reactants are C([O:5][C:6](=[O:18])[CH2:7][NH:8][C:9]([C:11]1[C:16]([OH:17])=[CH:15][CH:14]=[CH:13][N:12]=1)=[O:10])(C)(C)C.C(O)(C(F)(F)F)=O. The catalyst is C(Cl)Cl. The product is [OH:17][C:16]1[C:11]([C:9]([NH:8][CH2:7][C:6]([OH:18])=[O:5])=[O:10])=[N:12][CH:13]=[CH:14][CH:15]=1. The yield is 0.990. (2) The reactants are [CH3:1][O:2][CH2:3][C:4]([OH:6])=O.[N+:7]([C:10]1[CH:16]=[CH:15][C:13]([NH2:14])=[CH:12][CH:11]=1)([O-:9])=[O:8].F[P-](F)(F)(F)(F)F.ClC1N(C)C=C[N+]=1C.C(N(CC)CC)C. The catalyst is ClCCl. The product is [CH3:1][O:2][CH2:3][C:4]([NH:14][C:13]1[CH:15]=[CH:16][C:10]([N+:7]([O-:9])=[O:8])=[CH:11][CH:12]=1)=[O:6]. The yield is 0.710. (3) The reactants are [C:1]([C:3]([C:6]1[CH:7]=[C:8]([CH:35]=[CH:36][CH:37]=1)[C:9]([NH:11][C:12]1[CH:17]=[CH:16][C:15]([CH3:18])=[C:14]([N:19]2[C:28](=[O:29])[C:27]3[C:22](=[CH:23][CH:24]=[C:25]([C:30]#[C:31][CH2:32][NH:33][CH3:34])[CH:26]=3)[N:21]=[CH:20]2)[CH:13]=1)=[O:10])([CH3:5])[CH3:4])#[N:2].[H][H]. The catalyst is CO.[Pd]. The product is [C:1]([C:3]([C:6]1[CH:7]=[C:8]([CH:35]=[CH:36][CH:37]=1)[C:9]([NH:11][C:12]1[CH:17]=[CH:16][C:15]([CH3:18])=[C:14]([N:19]2[C:28](=[O:29])[C:27]3[C:22](=[CH:23][CH:24]=[C:25]([CH2:30][CH2:31][CH2:32][NH:33][CH3:34])[CH:26]=3)[N:21]=[CH:20]2)[CH:13]=1)=[O:10])([CH3:5])[CH3:4])#[N:2]. The yield is 0.790. (4) The reactants are [C:1]([C:4]1[N:8]([C:9]2[CH:14]=[CH:13][C:12]([O:15][CH3:16])=[CH:11][CH:10]=2)[C:7]([C:17]([N:19]([CH3:21])[CH3:20])=[O:18])=[C:6]([O:22]CC2C=CC=CC=2)[C:5]=1[O:30]CC1C=CC=CC=1)(=[O:3])[CH3:2]. The catalyst is CO.[Pd]. The product is [C:1]([C:4]1[N:8]([C:9]2[CH:10]=[CH:11][C:12]([O:15][CH3:16])=[CH:13][CH:14]=2)[C:7]([C:17]([N:19]([CH3:21])[CH3:20])=[O:18])=[C:6]([OH:22])[C:5]=1[OH:30])(=[O:3])[CH3:2]. The yield is 0.700. (5) The catalyst is C(COC)OC. The reactants are [Br:1][C:2]1[C:7]([CH:8]=O)=[C:6](F)[C:5]([F:11])=[CH:4][CH:3]=1.[NH2:12][NH2:13]. The product is [Br:1][C:2]1[CH:3]=[CH:4][C:5]([F:11])=[C:6]2[C:7]=1[CH:8]=[N:12][NH:13]2. The yield is 0.320. (6) The reactants are Cl[CH2:2][Si:3]([CH3:6])(C)[CH3:4].[K].[NH2:8][C:9]1[CH:17]=[CH:16][C:12]([C:13]([OH:15])=[O:14])=[CH:11][CH:10]=1.[CH3:18]N(C=O)C. No catalyst specified. The product is [NH2:8][C:9]1[CH:17]=[CH:16][C:12]([C:13]([O:15][Si:3]([CH3:6])([CH3:4])[CH2:2][CH3:18])=[O:14])=[CH:11][CH:10]=1. The yield is 0.780. (7) The reactants are [N:1]12[CH2:8][CH2:7][C:4]([C:9]([C:17]3[CH:22]=[CH:21][CH:20]=[CH:19][CH:18]=3)([C:11]3[CH:16]=[CH:15][CH:14]=[CH:13][CH:12]=3)[OH:10])([CH2:5][CH2:6]1)[CH2:3][CH2:2]2.[Br:23][CH2:24][CH2:25][C:26]1[CH:31]=[CH:30][CH:29]=[CH:28][CH:27]=1. The catalyst is CC#N.C(Cl)Cl.CO.CS(C)=O. The product is [Br-:23].[OH:10][C:9]([C:17]1[CH:22]=[CH:21][CH:20]=[CH:19][CH:18]=1)([C:11]1[CH:12]=[CH:13][CH:14]=[CH:15][CH:16]=1)[C:4]12[CH2:5][CH2:6][N+:1]([CH2:24][CH2:25][C:26]3[CH:31]=[CH:30][CH:29]=[CH:28][CH:27]=3)([CH2:2][CH2:3]1)[CH2:8][CH2:7]2. The yield is 0.486. (8) The reactants are [CH3:1][O:2][C:3]1[CH:8]=[CH:7][C:6]([CH2:9][C:10]([C:12]2[CH:17]=[CH:16][CH:15]=[CH:14][CH:13]=2)=O)=[CH:5][CH:4]=1.[CH2:18]([O:20][C:21]1[CH:22]=[C:23]([CH:26]=[C:27]([N+:30]([O-:32])=[O:31])[C:28]=1[OH:29])[CH:24]=O)[CH3:19].[NH2:33][C:34]([NH2:36])=[O:35].Cl. The catalyst is C(O)C. The product is [CH2:18]([O:20][C:21]1[CH:22]=[C:23]([CH:24]2[C:9]([C:6]3[CH:7]=[CH:8][C:3]([O:2][CH3:1])=[CH:4][CH:5]=3)=[C:10]([C:12]3[CH:17]=[CH:16][CH:15]=[CH:14][CH:13]=3)[NH:36][C:34](=[O:35])[NH:33]2)[CH:26]=[C:27]([N+:30]([O-:32])=[O:31])[C:28]=1[OH:29])[CH3:19]. The yield is 0.108. (9) The reactants are [CH:1]1([NH2:6])[CH2:5][CH2:4][CH2:3][CH2:2]1.[C:7](#[N:10])[CH:8]=[CH2:9]. The catalyst is CO. The product is [CH:1]1([NH:6][CH2:9][CH2:8][C:7]#[N:10])[CH2:5][CH2:4][CH2:3][CH2:2]1. The yield is 0.910.